Task: Predict the reactants needed to synthesize the given product.. Dataset: Full USPTO retrosynthesis dataset with 1.9M reactions from patents (1976-2016) Given the product [CH3:45][C@:13]12[C@@:12]3([CH3:46])[C@@H:21]([C@:22]4([CH3:25])[C@@H:9]([CH2:10][CH2:11]3)[C:8]([CH3:48])([CH3:47])[C:7]([C:59]3[CH2:69][CH2:68][C:62]5([C:66](=[O:67])[O:65][CH2:64][CH2:63]5)[CH2:61][CH:60]=3)=[CH:24][CH2:23]4)[CH2:20][CH2:19][C@@H:18]1[C@H:17]1[C@H:26]([C:29]([CH3:31])=[CH2:30])[CH2:27][CH2:28][C@:16]1([NH:32][CH2:33][CH2:34][N:35]1[CH2:40][CH2:39][CH:38]([S:41]([CH3:44])(=[O:42])=[O:43])[CH2:37][CH2:36]1)[CH2:15][CH2:14]2, predict the reactants needed to synthesize it. The reactants are: FC(F)(F)S(O[C:7]1[C:8]([CH3:48])([CH3:47])[C@H:9]2[C@:22]([CH3:25])([CH2:23][CH:24]=1)[C@@H:21]1[C@:12]([CH3:46])([C@@:13]3([CH3:45])[C@H:18]([CH2:19][CH2:20]1)[C@H:17]1[C@H:26]([C:29]([CH3:31])=[CH2:30])[CH2:27][CH2:28][C@:16]1([NH:32][CH2:33][CH2:34][N:35]1[CH2:40][CH2:39][CH:38]([S:41]([CH3:44])(=[O:43])=[O:42])[CH2:37][CH2:36]1)[CH2:15][CH2:14]3)[CH2:11][CH2:10]2)(=O)=O.CC1(C)C(C)(C)OB([C:59]2[CH2:69][CH2:68][C:62]3([C:66](=[O:67])[O:65][CH2:64][CH2:63]3)[CH2:61][CH:60]=2)O1.